From a dataset of Rat liver microsome stability data. Regression/Classification. Given a drug SMILES string, predict its absorption, distribution, metabolism, or excretion properties. Task type varies by dataset: regression for continuous measurements (e.g., permeability, clearance, half-life) or binary classification for categorical outcomes (e.g., BBB penetration, CYP inhibition). Dataset: rlm. The molecule is CCOC(=O)C1CCN(c2nc(-c3ccc(Br)cc3)cs2)CC1. The result is 1 (stable in rat liver microsomes).